Dataset: Catalyst prediction with 721,799 reactions and 888 catalyst types from USPTO. Task: Predict which catalyst facilitates the given reaction. (1) Reactant: N[C@@H]1C2C(=CC=CC=2)C[C@@H]1O.[F:12][C:13]1[CH:18]=[CH:17][C:16]([C:19]2[C:28]([C@@H:29]([F:40])[C:30]3[CH:35]=[CH:34][C:33]([C:36]([F:39])([F:38])[F:37])=[CH:32][CH:31]=3)=[C:27]([CH:41]([CH3:43])[CH3:42])[CH:26]=[C:25]3[C:20]=2[C:21](=[O:46])[CH2:22][C:23]([CH3:45])([CH3:44])[O:24]3)=[CH:15][CH:14]=1.CO. Product: [F:12][C:13]1[CH:18]=[CH:17][C:16]([C:19]2[C:28]([C@H:29]([F:40])[C:30]3[CH:35]=[CH:34][C:33]([C:36]([F:38])([F:39])[F:37])=[CH:32][CH:31]=3)=[C:27]([CH:41]([CH3:42])[CH3:43])[CH:26]=[C:25]3[C:20]=2[C@@H:21]([OH:46])[CH2:22][C:23]([CH3:44])([CH3:45])[O:24]3)=[CH:15][CH:14]=1. The catalyst class is: 7. (2) Reactant: [Cl:1][C:2]1[C:6]([Cl:7])=[C:5]([C:8]([NH2:10])=[O:9])[S:4][N:3]=1.C=O.[C:13](=O)([O-])[O-:14].[K+].[K+]. Product: [OH:14][CH2:13][NH:10][C:8]([C:5]1[S:4][N:3]=[C:2]([Cl:1])[C:6]=1[Cl:7])=[O:9]. The catalyst class is: 10. (3) Reactant: C([O:3][C:4](=O)[N:5]=[C:6](OCC)[CH3:7])C.[C:12]1([NH:18][NH2:19])[CH:17]=[CH:16][CH:15]=[CH:14][CH:13]=1.C(N(CC)CC)C. Product: [CH3:7][C:6]1[NH:5][C:4](=[O:3])[N:18]([C:12]2[CH:17]=[CH:16][CH:15]=[CH:14][CH:13]=2)[N:19]=1. The catalyst class is: 11.